This data is from Forward reaction prediction with 1.9M reactions from USPTO patents (1976-2016). The task is: Predict the product of the given reaction. Given the reactants C([O:3][C:4](=[O:23])[CH2:5][CH:6]1[O:10][B:9]([OH:11])[C:8]2[CH:12]=[C:13]([O:17][C:18]3[S:22][N:21]=[CH:20][N:19]=3)[CH:14]=[C:15]([CH3:16])[C:7]1=2)C.[Li+].[OH-].Cl, predict the reaction product. The product is: [OH:11][B:9]1[C:8]2[CH:12]=[C:13]([O:17][C:18]3[S:22][N:21]=[CH:20][N:19]=3)[CH:14]=[C:15]([CH3:16])[C:7]=2[CH:6]([CH2:5][C:4]([OH:23])=[O:3])[O:10]1.